Dataset: Catalyst prediction with 721,799 reactions and 888 catalyst types from USPTO. Task: Predict which catalyst facilitates the given reaction. (1) Reactant: [C:1]([C:3]1[C@@H:8]([C:9]2[CH:14]=[CH:13][C:12]([C:15]#[N:16])=[CH:11][C:10]=2[S:17]([CH3:20])(=[O:19])=[O:18])[N:7]([CH2:21][C:22](O)=[O:23])[C:6](=[O:25])[N:5]([C:26]2[CH:31]=[CH:30][CH:29]=[C:28]([C:32]([F:35])([F:34])[F:33])[CH:27]=2)[C:4]=1[CH3:36])#[N:2].CN(C(ON1N=NC2C=CC=NC1=2)=[N+](C)C)C.F[P-](F)(F)(F)(F)F.[NH:61]1[CH2:66][CH2:65][CH:64]([CH2:67][CH2:68][OH:69])[CH2:63][CH2:62]1.C(N(CC)C(C)C)(C)C. Product: [C:15]([C:12]1[CH:13]=[CH:14][C:9]([C@@H:8]2[C:3]([C:1]#[N:2])=[C:4]([CH3:36])[N:5]([C:26]3[CH:31]=[CH:30][CH:29]=[C:28]([C:32]([F:34])([F:33])[F:35])[CH:27]=3)[C:6](=[O:25])[N:7]2[CH2:21][C:22]([N:61]2[CH2:66][CH2:65][CH:64]([CH2:67][CH2:68][OH:69])[CH2:63][CH2:62]2)=[O:23])=[C:10]([S:17]([CH3:20])(=[O:19])=[O:18])[CH:11]=1)#[N:16]. The catalyst class is: 3. (2) Reactant: [F:1][C:2]([F:41])([F:40])[C:3]1[CH:4]=[C:5]([CH:13]([C:35]2[N:36]=[N:37][NH:38][N:39]=2)[N:14]2[C:23]3[C:18](=[CH:19][CH:20]=[C:21]([C:24]([F:27])([F:26])[F:25])[CH:22]=3)[N:17]([C:28]([O:30][CH2:31][CH3:32])=[O:29])[CH:16]([CH2:33][CH3:34])[CH2:15]2)[CH:6]=[C:7]([C:9]([F:12])([F:11])[F:10])[CH:8]=1.[CH2:42]([CH:44]1CNC2C(=CC=CC=2)[NH:45]1)[CH3:43].CCN(C(C)C)C(C)C.BrCCC#N. Product: [F:41][C:2]([F:1])([F:40])[C:3]1[CH:4]=[C:5]([CH:13]([C:35]2[N:36]=[N:37][N:38]([CH2:43][CH2:42][C:44]#[N:45])[N:39]=2)[N:14]2[C:23]3[C:18](=[CH:19][CH:20]=[C:21]([C:24]([F:25])([F:26])[F:27])[CH:22]=3)[N:17]([C:28]([O:30][CH2:31][CH3:32])=[O:29])[CH:16]([CH2:33][CH3:34])[CH2:15]2)[CH:6]=[C:7]([C:9]([F:12])([F:11])[F:10])[CH:8]=1. The catalyst class is: 68. (3) Reactant: [CH3:1][O:2][C:3](=[O:18])[CH:4]([N:13]1[CH:17]=[CH:16][CH:15]=[CH:14]1)[CH2:5][C:6]1[CH:11]=[CH:10][C:9]([OH:12])=[CH:8][CH:7]=1.CO[C:21](=O)[C@@H:22]([N:31]1C=CC=[CH:32]1)CC1C=CC(O)=CC=1.C1(P(C2C=CC=CC=2)C2C=CC=CC=2)C=CC=CC=1.[Cl:56][C:57]1[CH:66]=[C:65]2[C:60]([C:61](CNCCO)=[CH:62][CH:63]=[N:64]2)=[CH:59][CH:58]=1.CC(OC(/N=N/C(OC(C)C)=O)=O)C. Product: [CH3:1][O:2][C:3](=[O:18])[C@@H:4]([N:13]1[CH:17]=[CH:16][CH:15]=[CH:14]1)[CH2:5][C:6]1[CH:11]=[CH:10][C:9]([O:12][CH2:21][CH2:22][N:31]([C:61]2[C:60]3[C:65](=[CH:66][C:57]([Cl:56])=[CH:58][CH:59]=3)[N:64]=[CH:63][CH:62]=2)[CH3:32])=[CH:8][CH:7]=1. The catalyst class is: 1. (4) Reactant: [Cl:1][C:2]1[CH:10]=[CH:9][C:8]([O:11][CH2:12][C:13]2[CH:18]=[CH:17][CH:16]=[C:15]([Cl:19])[CH:14]=2)=[CH:7][C:3]=1[C:4]([OH:6])=O.Cl.CN(C)CCN=C=NCC.[NH2:31][C:32]1[CH:37]=[CH:36][C:35]([CH2:38][C:39]([O:41][CH2:42][CH3:43])=[O:40])=[CH:34][C:33]=1[Cl:44]. Product: [Cl:44][C:33]1[CH:34]=[C:35]([CH2:38][C:39]([O:41][CH2:42][CH3:43])=[O:40])[CH:36]=[CH:37][C:32]=1[NH:31][C:4]([C:3]1[CH:7]=[C:8]([O:11][CH2:12][C:13]2[CH:18]=[CH:17][CH:16]=[C:15]([Cl:19])[CH:14]=2)[CH:9]=[CH:10][C:2]=1[Cl:1])=[O:6]. The catalyst class is: 46. (5) Reactant: CS(O[CH2:6][CH2:7][C@@:8]1([C:31]2[CH:36]=[CH:35][C:34]([F:37])=[CH:33][CH:32]=2)[O:13][C:12](=[O:14])[N:11]([C@H:15]([C:17]2[CH:22]=[CH:21][C:20]([C:23]3[CH:28]=[CH:27][C:26]([F:29])=[CH:25][C:24]=3[F:30])=[CH:19][CH:18]=2)[CH3:16])[CH2:10][CH2:9]1)(=O)=O.[NH2:38][CH2:39][CH2:40][OH:41]. Product: [F:30][C:24]1[CH:25]=[C:26]([F:29])[CH:27]=[CH:28][C:23]=1[C:20]1[CH:21]=[CH:22][C:17]([C@@H:15]([N:11]2[CH2:10][CH2:9][C@@:8]([C:31]3[CH:32]=[CH:33][C:34]([F:37])=[CH:35][CH:36]=3)([CH2:7][CH2:6][NH:38][CH2:39][CH2:40][OH:41])[O:13][C:12]2=[O:14])[CH3:16])=[CH:18][CH:19]=1. The catalyst class is: 5. (6) Reactant: [N:1]1[C:10]2[C:5](=[CH:6][C:7]([C:11]([O:13][CH3:14])=[O:12])=[CH:8][CH:9]=2)[CH:4]=[CH:3][CH:2]=1.[C:15](O)(=O)[CH:16](C)[CH3:17].S(=O)(=O)(O)O.[NH4+].[NH4+].[O-]S(OOS([O-])(=O)=O)(=O)=O. Product: [CH:16]([C:2]1[CH:3]=[CH:4][C:5]2[C:10](=[CH:9][CH:8]=[C:7]([C:11]([O:13][CH3:14])=[O:12])[CH:6]=2)[N:1]=1)([CH3:17])[CH3:15]. The catalyst class is: 716. (7) Reactant: [OH:1][C:2]1([C:13]2[S:14][CH:15]=[CH:16][N:17]=2)[CH2:7][CH2:6][CH:5]([C:8]([O:10][CH2:11][CH3:12])=[O:9])[CH2:4][CH2:3]1.C1C(=O)N([Br:25])C(=O)C1.[O-]S([O-])=O.[Na+].[Na+]. Product: [Br:25][C:15]1[S:14][C:13]([C:2]2([OH:1])[CH2:7][CH2:6][CH:5]([C:8]([O:10][CH2:11][CH3:12])=[O:9])[CH2:4][CH2:3]2)=[N:17][CH:16]=1. The catalyst class is: 18. (8) Reactant: [NH3:1].[Cl:2][C:3]1[CH:8]=[CH:7][C:6]([N:9]=[C:10]=[O:11])=[CH:5][C:4]=1[CH:12]=[C:13]([Cl:19])[C:14]([O:16][CH2:17][CH3:18])=[O:15]. Product: [Cl:2][C:3]1[CH:8]=[CH:7][C:6]([NH:9][C:10]([NH2:1])=[O:11])=[CH:5][C:4]=1[CH:12]=[C:13]([Cl:19])[C:14]([O:16][CH2:17][CH3:18])=[O:15]. The catalyst class is: 7.